This data is from Catalyst prediction with 721,799 reactions and 888 catalyst types from USPTO. The task is: Predict which catalyst facilitates the given reaction. (1) Reactant: [F:1][C:2]([F:18])([F:17])[CH:3]([CH2:10][C:11]1[CH:16]=[CH:15][CH:14]=[CH:13][CH:12]=1)[CH2:4][C:5]([O:7]CC)=[O:6].[OH-].[Na+]. Product: [F:1][C:2]([F:17])([F:18])[CH:3]([CH2:10][C:11]1[CH:16]=[CH:15][CH:14]=[CH:13][CH:12]=1)[CH2:4][C:5]([OH:7])=[O:6]. The catalyst class is: 242. (2) Reactant: Br[C:2]1[N:3]=[C:4]([C:7]2[CH:12]=[CH:11][CH:10]=[C:9]([O:13][CH3:14])[CH:8]=2)[S:5][CH:6]=1.[CH3:15][O:16][C:17]1[CH:22]=[CH:21][C:20](B(O)O)=[CH:19][CH:18]=1. Product: [CH3:15][O:16][C:17]1[CH:22]=[CH:21][C:20]([C:2]2[N:3]=[C:4]([C:7]3[CH:12]=[CH:11][CH:10]=[C:9]([O:13][CH3:14])[CH:8]=3)[S:5][CH:6]=2)=[CH:19][CH:18]=1. The catalyst class is: 195. (3) Reactant: [OH:1][C:2]1[C:3]2[C:7]([CH:8]=[C:9]([C:11]([O:13][CH3:14])=[O:12])[CH:10]=1)=[N:6][N:5]([CH3:15])[CH:4]=2.C(=O)([O-])[O-].[Cs+].[Cs+].Cl[C:23]1[CH:28]=[N:27][C:26]([C:29]([F:32])([F:31])[F:30])=[CH:25][N:24]=1. Product: [CH3:15][N:5]1[CH:4]=[C:3]2[C:7]([CH:8]=[C:9]([C:11]([O:13][CH3:14])=[O:12])[CH:10]=[C:2]2[O:1][C:23]2[CH:28]=[N:27][C:26]([C:29]([F:32])([F:31])[F:30])=[CH:25][N:24]=2)=[N:6]1. The catalyst class is: 9. (4) Reactant: [I:1][C:2]1[CH:3]=[CH:4][C:5]2[N:6]([CH:8]=[C:9]([C:11]3[CH:16]=[CH:15][C:14]([N+:17]([O-])=O)=[CH:13][CH:12]=3)[N:10]=2)[CH:7]=1.O.O.[Sn](Cl)(Cl)(Cl)Cl. Product: [I:1][C:2]1[CH:3]=[CH:4][C:5]2[N:6]([CH:8]=[C:9]([C:11]3[CH:16]=[CH:15][C:14]([NH2:17])=[CH:13][CH:12]=3)[N:10]=2)[CH:7]=1. The catalyst class is: 1. (5) Reactant: [Cl:1][C:2]1[CH:3]=[C:4]([C@@H:8]2[C@@H:13]([C:14]3[CH:19]=[CH:18][C:17]([Cl:20])=[CH:16][CH:15]=3)[N:12]([CH:21]3[CH2:25][CH2:24][CH:23]=[CH:22]3)[C:11](=[O:26])[CH2:10][CH2:9]2)[CH:5]=[CH:6][CH:7]=1.[O:27]1CCCC1.B.[OH-].[Na+].OO. Product: [Cl:1][C:2]1[CH:3]=[C:4]([C@@H:8]2[C@@H:13]([C:14]3[CH:15]=[CH:16][C:17]([Cl:20])=[CH:18][CH:19]=3)[N:12]([CH:21]3[CH2:25][CH2:24][CH:23]([OH:27])[CH2:22]3)[C:11](=[O:26])[CH2:10][CH2:9]2)[CH:5]=[CH:6][CH:7]=1. The catalyst class is: 1. (6) Reactant: [C:1]1([C@@H:7]([NH:14][C:15]([C@H:17]2[N:21](C(OC(C)(C)C)=O)[CH2:20][CH2:19][S:18]2)=[O:16])[C:8]2[CH:13]=[CH:12][CH:11]=[CH:10][N:9]=2)[CH:6]=[CH:5][CH:4]=[CH:3][CH:2]=1.[ClH:29].[OH-].[Na+]. Product: [ClH:29].[C:1]1([C@H:7]([C:8]2[CH:13]=[CH:12][CH:11]=[CH:10][N:9]=2)[NH:14][C:15]([C@H:17]2[NH:21][CH2:20][CH2:19][S:18]2)=[O:16])[CH:2]=[CH:3][CH:4]=[CH:5][CH:6]=1. The catalyst class is: 2. (7) Reactant: Br[C:2]1[CH:8]=[C:7]([C:9]([F:12])([F:11])[F:10])[C:5]([NH2:6])=[C:4]([N+:13]([O-:15])=[O:14])[CH:3]=1.[B:16]1([B:16]2[O:21][CH2:20][C:19]([CH3:23])([CH3:22])[CH2:18][O:17]2)[O:21][CH2:20][C:19]([CH3:23])([CH3:22])[CH2:18][O:17]1.CC([O-])=O.[K+].C(Cl)Cl. Product: [CH3:22][C:19]1([CH3:23])[CH2:20][O:21][B:16]([C:2]2[CH:8]=[C:7]([C:9]([F:12])([F:11])[F:10])[C:5]([NH2:6])=[C:4]([N+:13]([O-:15])=[O:14])[CH:3]=2)[O:17][CH2:18]1. The catalyst class is: 294.